This data is from Forward reaction prediction with 1.9M reactions from USPTO patents (1976-2016). The task is: Predict the product of the given reaction. Given the reactants Br[C:2]1[N:7]=[C:6]([C:8]([OH:10])=[O:9])[CH:5]=[CH:4][CH:3]=1.[F:11][C:12]1[CH:17]=[CH:16][C:15]([O:18][CH3:19])=[CH:14][C:13]=1B(O)O, predict the reaction product. The product is: [F:11][C:12]1[CH:17]=[CH:16][C:15]([O:18][CH3:19])=[CH:14][C:13]=1[C:2]1[N:7]=[C:6]([C:8]([OH:10])=[O:9])[CH:5]=[CH:4][CH:3]=1.